This data is from Reaction yield outcomes from USPTO patents with 853,638 reactions. The task is: Predict the reaction yield, written as a fraction of the theoretical maximum amount of product (1.0 means a 100% yield; for example, 0.34 means a 34% yield). (1) The reactants are B(Br)(Br)Br.[Cl:5][C:6]1[CH:11]=[CH:10][C:9]([CH2:12][C:13]#[N:14])=[CH:8][C:7]=1[O:15]C.O. The catalyst is ClCCl. The product is [Cl:5][C:6]1[CH:11]=[CH:10][C:9]([CH2:12][C:13]#[N:14])=[CH:8][C:7]=1[OH:15]. The yield is 0.850. (2) The reactants are [C:1]1([N:7]2[CH:11]=[C:10]([C:12](=[O:31])[NH:13][CH2:14][CH2:15][NH:16][C:17](=[O:30])[C:18]3[CH:23]=[CH:22][C:21]([O:24][CH2:25][C:26]([F:29])([F:28])[F:27])=[N:20][CH:19]=3)[C:9]([NH:32]C(=O)OC(C)(C)C)=[N:8]2)[CH:6]=[CH:5][CH:4]=[CH:3][CH:2]=1.C(O)(C(F)(F)F)=O. The catalyst is C(Cl)Cl. The product is [NH2:32][C:9]1[C:10]([C:12]([NH:13][CH2:14][CH2:15][NH:16][C:17](=[O:30])[C:18]2[CH:23]=[CH:22][C:21]([O:24][CH2:25][C:26]([F:29])([F:27])[F:28])=[N:20][CH:19]=2)=[O:31])=[CH:11][N:7]([C:1]2[CH:6]=[CH:5][CH:4]=[CH:3][CH:2]=2)[N:8]=1. The yield is 0.700. (3) The product is [C:15]([O:19][C:20]([N:22]1[CH2:27][CH2:26][CH2:25][C@H:24]([CH:28]([O:35][C:36]2[C:37]([O:8][C:5]3[CH:6]=[CH:7][C:2]([F:1])=[CH:3][CH:4]=3)=[N:38][CH:39]=[CH:40][CH:41]=2)[C:29]2[CH:30]=[CH:31][CH:32]=[CH:33][CH:34]=2)[CH2:23]1)=[O:21])([CH3:18])([CH3:16])[CH3:17]. The reactants are [F:1][C:2]1[CH:7]=[CH:6][C:5]([OH:8])=[CH:4][CH:3]=1.CC(C)([O-])C.[K+].[C:15]([O:19][C:20]([N:22]1[CH2:27][CH2:26][CH2:25][C@H:24]([CH:28]([O:35][C:36]2[C:37](Br)=[N:38][CH:39]=[CH:40][CH:41]=2)[C:29]2[CH:34]=[CH:33][CH:32]=[CH:31][CH:30]=2)[CH2:23]1)=[O:21])([CH3:18])([CH3:17])[CH3:16]. The catalyst is COCCOC. The yield is 0.840. (4) The product is [CH:23]1[C:24]2[C:19](=[CH:18][C:17]3[C:12]([C:11]=2[C:6]2[C:33]([OH:34])=[C:10]([CH:9]=[CH:8][CH:7]=2)[CH:5]=[O:4])=[CH:13][CH:14]=[CH:15][CH:16]=3)[CH:20]=[CH:21][CH:22]=1. The yield is 0.899. The reactants are COC[O:4][C:5]1[CH:10]=[CH:9][CH:8]=[CH:7][C:6]=1[C:11]1[C:12]2[C:17]([CH:18]=[C:19]3[C:24]=1[CH:23]=[CH:22][CH:21]=[CH:20]3)=[CH:16][CH:15]=[CH:14][CH:13]=2.[Li]CCCC.CN([CH:33]=[O:34])C.Cl. The catalyst is COCCOC.O. (5) The yield is 0.980. The catalyst is C1COCC1. The product is [CH3:11][C:12]1[CH:17]=[CH:16][CH:15]=[CH:14][C:13]=1[C:2]1[CH:7]=[CH:6][C:5]([N+:8]([O-:10])=[O:9])=[CH:4][CH:3]=1. The reactants are Cl[C:2]1[CH:7]=[CH:6][C:5]([N+:8]([O-:10])=[O:9])=[CH:4][CH:3]=1.[CH3:11][C:12]1[CH:17]=[CH:16][CH:15]=[CH:14][C:13]=1B(O)O.[F-].[K+]. (6) The yield is 0.0750. The catalyst is C1C=CC(/C=C/C(/C=C/C2C=CC=CC=2)=O)=CC=1.C1C=CC(/C=C/C(/C=C/C2C=CC=CC=2)=O)=CC=1.C1C=CC(/C=C/C(/C=C/C2C=CC=CC=2)=O)=CC=1.[Pd].[Pd].O1CCOCC1. The product is [S:1]1[C:5]2[CH:6]=[C:7]([N:10]3[CH2:14][CH:13]([C:15]([F:17])([F:18])[F:16])[N:12]([C:21]4[CH:22]=[N:23][CH:24]=[CH:25][C:26]=4[CH3:27])[C:11]3=[O:19])[CH:8]=[CH:9][C:4]=2[N:3]=[CH:2]1. The reactants are [S:1]1[C:5]2[CH:6]=[C:7]([N:10]3[CH2:14][CH:13]([C:15]([F:18])([F:17])[F:16])[NH:12][C:11]3=[O:19])[CH:8]=[CH:9][C:4]=2[N:3]=[CH:2]1.I[C:21]1[CH:22]=[N:23][CH:24]=[CH:25][C:26]=1[CH3:27].CC1(C)C2C(=C(P(C3C=CC=CC=3)C3C=CC=CC=3)C=CC=2)OC2C(P(C3C=CC=CC=3)C3C=CC=CC=3)=CC=CC1=2.C(=O)([O-])[O-].[Cs+].[Cs+]. (7) The reactants are [Br:1][C:2]1[C:6](=[CH:7]Br)[O:5][C:4](=[O:9])[CH:3]=1.[NH2:10][C:11]1[CH:16]=[CH:15][CH:14]=[CH:13][CH:12]=1. No catalyst specified. The product is [Br:1][C:2]1[C:6](=[CH:7][NH:10][C:11]2[CH:16]=[CH:15][CH:14]=[CH:13][CH:12]=2)[O:5][C:4](=[O:9])[CH:3]=1. The yield is 0.490.